Dataset: Full USPTO retrosynthesis dataset with 1.9M reactions from patents (1976-2016). Task: Predict the reactants needed to synthesize the given product. (1) Given the product [NH2:1][C:2]1[CH:3]=[C:4]([CH2:8][C:9]2[C:18]([C:19]([F:20])([F:21])[F:22])=[CH:17][C:12]([C:13]([OH:15])=[O:14])=[CH:11][C:10]=2[Cl:23])[CH:5]=[CH:6][CH:7]=1, predict the reactants needed to synthesize it. The reactants are: [NH2:1][C:2]1[CH:3]=[C:4]([CH2:8][C:9]2[C:18]([C:19]([F:22])([F:21])[F:20])=[CH:17][C:12]([C:13]([O:15]C)=[O:14])=[CH:11][C:10]=2[Cl:23])[CH:5]=[CH:6][CH:7]=1. (2) Given the product [CH3:12][O:11][C:6]1[C:3]([C:4]#[N:5])=[C:2]([N:15]2[CH2:16][CH2:18][CH2:21][CH2:19]2)[N:9]=[C:8]([CH3:10])[CH:7]=1, predict the reactants needed to synthesize it. The reactants are: Cl[C:2]1[N:9]=[C:8]([CH3:10])[CH:7]=[C:6]([O:11][CH3:12])[C:3]=1[C:4]#[N:5].CC[N:15]([CH:19]([CH3:21])C)[CH:16]([CH3:18])C.N1CCCC1. (3) The reactants are: [C:1]([O:5][CH2:6][CH2:7][OH:8])([CH3:4])([CH3:3])[CH3:2].N(C(OC(C)C)=O)=NC(OC(C)C)=O.O[N:24]1[C:32](=[O:33])[C:31]2[C:26](=[CH:27][CH:28]=[CH:29][CH:30]=2)[C:25]1=[O:34]. Given the product [C:1]([O:5][CH2:6][CH2:7][O:8][N:24]1[C:32](=[O:33])[C:31]2[C:26](=[CH:27][CH:28]=[CH:29][CH:30]=2)[C:25]1=[O:34])([CH3:4])([CH3:3])[CH3:2], predict the reactants needed to synthesize it. (4) Given the product [C:1]1([CH:7]([C:29]2[CH:34]=[CH:33][CH:32]=[CH:31][CH:30]=2)[N:8]2[C:16]3[C:11](=[CH:12][CH:13]=[CH:14][CH:15]=3)[CH:10]([C:17]3[C:25]([OH:26])=[CH:24][C:20]4[CH:21]=[CH:22][S:23][C:19]=4[CH:18]=3)[C:9]2=[O:28])[CH:2]=[CH:3][CH:4]=[CH:5][CH:6]=1, predict the reactants needed to synthesize it. The reactants are: [C:1]1([CH:7]([C:29]2[CH:34]=[CH:33][CH:32]=[CH:31][CH:30]=2)[N:8]2[C:16]3[C:11](=[CH:12][CH:13]=[CH:14][CH:15]=3)[C:10](O)([C:17]3[C:25]([OH:26])=[CH:24][C:20]4[CH:21]=[CH:22][S:23][C:19]=4[CH:18]=3)[C:9]2=[O:28])[CH:6]=[CH:5][CH:4]=[CH:3][CH:2]=1.C1(C(C2C=CC=CC=2)N2C3C(=C(F)C=CC=3)C(O)(C3C(O)=CC4OCCOC=4C=3)C2=O)C=CC=CC=1. (5) The reactants are: [CH2:1]([C:8]1[C:13](=[O:14])[N:12]2[CH2:15][CH2:16][CH2:17][CH2:18][C:11]2=[N:10][C:9]=1[CH:19]([OH:22])[CH:20]=[CH2:21])[C:2]1[CH:7]=[CH:6][CH:5]=[CH:4][CH:3]=1.[H][H]. Given the product [CH2:1]([C:8]1[C:13](=[O:14])[N:12]2[CH2:15][CH2:16][CH2:17][CH2:18][C:11]2=[N:10][C:9]=1[CH:19]([OH:22])[CH2:20][CH3:21])[C:2]1[CH:7]=[CH:6][CH:5]=[CH:4][CH:3]=1, predict the reactants needed to synthesize it. (6) Given the product [ClH:3].[CH:33]1([C:14]2[C:15]([O:16][CH2:17][C:18]3([CH3:29])[CH2:19][NH:20][CH2:21]3)=[CH:30][C:31]([F:32])=[C:12]([CH:13]=2)[C:10]([O:9][CH3:5])=[O:11])[CH2:34][CH2:35]1, predict the reactants needed to synthesize it. The reactants are: S(Cl)([Cl:3])=O.[C:5]([O:9][C:10]([C:12]1[C:31]([F:32])=[CH:30][C:15]([O:16][CH2:17][C:18]2([CH3:29])[CH2:21][N:20](C(OC(C)(C)C)=O)[CH2:19]2)=[C:14]([CH:33]2[CH2:35][CH2:34]2)[CH:13]=1)=[O:11])(C)(C)C. (7) Given the product [Cl:8][C:9]1[N:10]=[C:11]([C:16]([NH:18][C@H:19]2[CH2:24][CH2:23][N:22]([C:25]3[S:35][C:36]([C:40]([O:42][CH2:43][CH3:44])=[O:41])=[C:37]([CH3:39])[N:38]=3)[CH2:21][C@H:20]2[F:32])=[O:17])[NH:12][C:13]=1[CH2:14][CH3:15], predict the reactants needed to synthesize it. The reactants are: Cl.O1CCOCC1.[Cl:8][C:9]1[N:10]=[C:11]([C:16]([NH:18][C@H:19]2[CH2:24][CH2:23][N:22]([C:25](OC(C)(C)C)=O)[CH2:21][C@H:20]2[F:32])=[O:17])[NH:12][C:13]=1[CH2:14][CH3:15].BrC1[S:35][C:36]([C:40]([O:42][CH2:43][CH3:44])=[O:41])=[C:37]([CH3:39])[N:38]=1.C(=O)([O-])[O-].[Na+].[Na+]. (8) Given the product [CH3:8][C:6]1([CH3:7])[C:2]([CH3:16])([CH3:1])[O:3][B:4]([C:9]2[CH:10]=[C:11]([NH:12][C:26]([NH:25][C:22]3[CH:21]=[CH:20][C:19]([C:18]([F:17])([F:28])[F:29])=[CH:24][CH:23]=3)=[O:27])[CH:13]=[CH:14][CH:15]=2)[O:5]1, predict the reactants needed to synthesize it. The reactants are: [CH3:1][C:2]1([CH3:16])[C:6]([CH3:8])([CH3:7])[O:5][B:4]([C:9]2[CH:10]=[C:11]([CH:13]=[CH:14][CH:15]=2)[NH2:12])[O:3]1.[F:17][C:18]([F:29])([F:28])[C:19]1[CH:24]=[CH:23][C:22]([N:25]=[C:26]=[O:27])=[CH:21][CH:20]=1. (9) Given the product [Br:1][C:2]1[CH:3]=[C:4]2[C:9](=[CH:10][CH:11]=1)[N:8]=[CH:7][C:6]([C:12](=[O:16])[CH:13]([CH3:15])[CH3:14])=[C:5]2[NH:18][C@H:19]1[CH2:24][CH2:23][C@H:22]([NH:25][C:26](=[O:32])[O:27][C:28]([CH3:30])([CH3:29])[CH3:31])[CH2:21][CH2:20]1, predict the reactants needed to synthesize it. The reactants are: [Br:1][C:2]1[CH:3]=[C:4]2[C:9](=[CH:10][CH:11]=1)[N:8]=[CH:7][C:6]([C:12](=[O:16])[CH:13]([CH3:15])[CH3:14])=[C:5]2Cl.[NH2:18][C@H:19]1[CH2:24][CH2:23][C@H:22]([NH:25][C:26](=[O:32])[O:27][C:28]([CH3:31])([CH3:30])[CH3:29])[CH2:21][CH2:20]1.